Dataset: Catalyst prediction with 721,799 reactions and 888 catalyst types from USPTO. Task: Predict which catalyst facilitates the given reaction. Reactant: [CH2:1]([NH2:4])[CH2:2][NH2:3].Cl.[C:6](O[C:6](=[O:10])[C:7]([CH3:9])=[CH2:8])(=[O:10])[C:7]([CH3:9])=[CH2:8].[OH-].[Na+]. Product: [NH2:3][CH2:2][CH2:1][NH:4][C:6](=[O:10])[C:7]([CH3:9])=[CH2:8]. The catalyst class is: 24.